Dataset: KCNQ2 potassium channel screen with 302,405 compounds. Task: Binary Classification. Given a drug SMILES string, predict its activity (active/inactive) in a high-throughput screening assay against a specified biological target. (1) The compound is O=C(NC1CCN(CC1)C(OCC)=O)C1CCCN(C1)c1oc2c(n1)cccc2. The result is 0 (inactive). (2) The molecule is O\N=C\c1c(nn(c1)c1ccccc1)c1ccc(cc1)C. The result is 1 (active).